From a dataset of Peptide-MHC class II binding affinity with 134,281 pairs from IEDB. Regression. Given a peptide amino acid sequence and an MHC pseudo amino acid sequence, predict their binding affinity value. This is MHC class II binding data. (1) The peptide sequence is AFILDGDTLFPKV. The MHC is HLA-DQA10501-DQB10201 with pseudo-sequence HLA-DQA10501-DQB10201. The binding affinity (normalized) is 0.565. (2) The peptide sequence is SVTIKLDGNLLSSND. The MHC is DRB1_0802 with pseudo-sequence DRB1_0802. The binding affinity (normalized) is 0.644. (3) The peptide sequence is TWQGGSGMASHIIYE. The MHC is DRB1_1501 with pseudo-sequence DRB1_1501. The binding affinity (normalized) is 0.332.